This data is from Full USPTO retrosynthesis dataset with 1.9M reactions from patents (1976-2016). The task is: Predict the reactants needed to synthesize the given product. Given the product [Cl:1][C:2]1[C:3]2[C:4]3[C:5](=[C:23]([CH3:26])[O:24][N:25]=3)[C:6](=[O:22])[N:7]([CH:12]3[CH2:17][CH2:16][CH2:15][N:14]([CH2:18][C:19]([NH:27][C:28]4[CH:29]=[N:30][CH:31]=[CH:32][CH:33]=4)=[O:21])[CH2:13]3)[C:8]=2[CH:9]=[CH:10][CH:11]=1, predict the reactants needed to synthesize it. The reactants are: [Cl:1][C:2]1[C:3]2[C:4]3[C:5](=[C:23]([CH3:26])[O:24][N:25]=3)[C:6](=[O:22])[N:7]([CH:12]3[CH2:17][CH2:16][CH2:15][N:14]([CH2:18][C:19]([OH:21])=O)[CH2:13]3)[C:8]=2[CH:9]=[CH:10][CH:11]=1.[NH2:27][C:28]1[CH:29]=[N:30][CH:31]=[CH:32][CH:33]=1.Cl.CN(C)CCCN=C=NCC.ON1C2N=CC=CC=2N=N1.C(N(CC)CC)C.